This data is from Reaction yield outcomes from USPTO patents with 853,638 reactions. The task is: Predict the reaction yield, written as a fraction of the theoretical maximum amount of product (1.0 means a 100% yield; for example, 0.34 means a 34% yield). The reactants are [CH3:1][O:2][C:3](=[O:12])[C:4]1[CH:9]=[CH:8][C:7]([CH2:10][OH:11])=[CH:6][CH:5]=1.[CH2:13]1[O:15][CH2:14]1.B(F)(F)F.CCOCC. The catalyst is ClCCl.[Cl-].[Na+].O. The product is [CH3:1][O:2][C:3](=[O:12])[C:4]1[CH:9]=[CH:8][C:7]([CH2:10][O:11][CH2:13][CH2:14][OH:15])=[CH:6][CH:5]=1. The yield is 0.170.